Dataset: Reaction yield outcomes from USPTO patents with 853,638 reactions. Task: Predict the reaction yield, written as a fraction of the theoretical maximum amount of product (1.0 means a 100% yield; for example, 0.34 means a 34% yield). (1) The product is [Br:1][C:2]1[CH:3]=[CH:4][C:5]([C:8](=[O:29])[CH2:9][CH:10]([CH2:21][CH2:22][C:23]2[CH:24]=[CH:25][CH:26]=[CH:27][CH:28]=2)[C:11]([O:13][CH2:14][CH3:15])=[O:12])=[CH:6][CH:7]=1. The catalyst is CC(C)=O.C(O)C. The yield is 0.650. The reactants are [Br:1][C:2]1[CH:7]=[CH:6][C:5]([C:8](=[O:29])[CH2:9][C:10]([CH2:21][CH2:22][C:23]2[CH:28]=[CH:27][CH:26]=[CH:25][CH:24]=2)(C(OCC)=O)[C:11]([O:13][CH2:14][CH3:15])=[O:12])=[CH:4][CH:3]=1.[OH-].[Na+]. (2) The reactants are [OH:1][C:2]1([CH2:13][NH:14][C:15]2[CH:20]=[CH:19][CH:18]=[CH:17][CH:16]=2)[CH2:7][CH2:6][CH:5]([C:8]([O:10][CH2:11][CH3:12])=[O:9])[CH2:4][CH2:3]1.CCN(C(C)C)C(C)C.Cl[C:31]([O:33][C:34]1[CH:39]=[CH:38][CH:37]=[CH:36][CH:35]=1)=[O:32].[NH4+].[Cl-]. The catalyst is C(Cl)Cl. The product is [OH:1][C:2]1([CH2:13][N:14]([C:15]2[CH:16]=[CH:17][CH:18]=[CH:19][CH:20]=2)[C:31]([O:33][C:34]2[CH:39]=[CH:38][CH:37]=[CH:36][CH:35]=2)=[O:32])[CH2:7][CH2:6][CH:5]([C:8]([O:10][CH2:11][CH3:12])=[O:9])[CH2:4][CH2:3]1. The yield is 0.0800. (3) The reactants are Cl[C:2]1[C:3]2[CH2:17][CH2:16][CH2:15][C:4]=2[N:5]=[C:6]([C:8]2[CH:13]=[CH:12][CH:11]=[C:10]([Cl:14])[CH:9]=2)[N:7]=1.[NH2:18][C:19]1[CH:24]=[CH:23][C:22]([CH2:25][C:26](=[O:28])[CH3:27])=[CH:21][CH:20]=1. No catalyst specified. The product is [Cl:14][C:10]1[CH:9]=[C:8]([C:6]2[N:7]=[C:2]([NH:18][C:19]3[CH:20]=[CH:21][C:22]([CH2:25][C:26](=[O:28])[CH3:27])=[CH:23][CH:24]=3)[C:3]3[CH2:17][CH2:16][CH2:15][C:4]=3[N:5]=2)[CH:13]=[CH:12][CH:11]=1. The yield is 0.600.